This data is from Forward reaction prediction with 1.9M reactions from USPTO patents (1976-2016). The task is: Predict the product of the given reaction. (1) Given the reactants [P:1]([Cl:5])(Cl)([Cl:3])=[O:2].[N:6]1[C:15]2[CH:14]=[CH:13][CH:12]=[C:11]([OH:16])[C:10]=2[CH:9]=[CH:8][CH:7]=1.C(N(CC)CC)C, predict the reaction product. The product is: [P:1]([Cl:5])([Cl:3])(=[O:2])[O:16][C:11]1[CH:12]=[CH:13][CH:14]=[C:15]2[C:10]=1[CH:9]=[CH:8][CH:7]=[N:6]2. (2) Given the reactants [F:1][C:2]1[CH:10]=[CH:9][C:5]([C:6](O)=[O:7])=[CH:4][CH:3]=1.[CH3:11][O:12][C:13](=[O:24])[C:14]1[CH:19]=[CH:18][C:17]([O:20][CH3:21])=[C:16]([CH3:22])[C:15]=1[NH2:23].O, predict the reaction product. The product is: [CH3:11][O:12][C:13](=[O:24])[C:14]1[CH:19]=[CH:18][C:17]([O:20][CH3:21])=[C:16]([CH3:22])[C:15]=1[NH:23][C:6](=[O:7])[C:5]1[CH:9]=[CH:10][C:2]([F:1])=[CH:3][CH:4]=1. (3) Given the reactants [CH3:1][N:2]1[C:7]2[N:8]([CH3:15])[CH:9]=[C:10]([CH2:11][C:12]([OH:14])=O)[C:6]=2[C:5](=[O:16])[N:4]([CH3:17])[C:3]1=[O:18].[F:19][C:20]1[CH:21]=[C:22]([C:30]2[N:31]=[C:32]([NH2:35])[S:33][CH:34]=2)[CH:23]=[CH:24][C:25]=1[C:26]([F:29])([F:28])[F:27].CCN=C=NCCCN(C)C.Cl.C1C=CC2N(O)N=NC=2C=1, predict the reaction product. The product is: [F:19][C:20]1[CH:21]=[C:22]([C:30]2[N:31]=[C:32]([NH:35][C:12](=[O:14])[CH2:11][C:10]3[C:6]4[C:5](=[O:16])[N:4]([CH3:17])[C:3](=[O:18])[N:2]([CH3:1])[C:7]=4[N:8]([CH3:15])[CH:9]=3)[S:33][CH:34]=2)[CH:23]=[CH:24][C:25]=1[C:26]([F:29])([F:27])[F:28]. (4) Given the reactants [CH:1]([O:4][C:5]([C:7]1[N:8]([CH:12]2[C:21]3[C:16](=[CH:17][C:18](OS(C(F)(F)F)(=O)=O)=[CH:19][CH:20]=3)[CH2:15][CH2:14][CH2:13]2)[CH:9]=[N:10][CH:11]=1)=[O:6])([CH3:3])[CH3:2].[CH:30]1(B(O)O)[CH2:32][CH2:31]1.[F-].[K+].[Br-].[Na+], predict the reaction product. The product is: [CH:1]([O:4][C:5]([C:7]1[N:8]([CH:12]2[C:21]3[C:16](=[CH:17][C:18]([CH:30]4[CH2:32][CH2:31]4)=[CH:19][CH:20]=3)[CH2:15][CH2:14][CH2:13]2)[CH:9]=[N:10][CH:11]=1)=[O:6])([CH3:3])[CH3:2]. (5) Given the reactants [C:1]([O:5][C:6]([NH:8][C@@H:9]1[CH2:14][CH2:13][C@H:12]([C:15]([OH:17])=O)[CH2:11][CH2:10]1)=[O:7])([CH3:4])([CH3:3])[CH3:2].ClC(OCC)=O.[NH3:24], predict the reaction product. The product is: [C:1]([O:5][C:6](=[O:7])[NH:8][C@H:9]1[CH2:14][CH2:13][C@@H:12]([C:15](=[O:17])[NH2:24])[CH2:11][CH2:10]1)([CH3:4])([CH3:3])[CH3:2]. (6) The product is: [CH3:1][O:2][C:3]1[CH:4]=[C:5]2[C:10](=[CH:11][C:12]=1[O:13][CH2:14][CH2:15][O:16][CH3:17])[N:9]=[CH:8][N:7]=[C:6]2[NH:18][C:19]1[C:20]([CH:22]=[C:23]([S:33][C:27]2[CH:32]=[CH:31][CH:30]=[CH:29][CH:28]=2)[C:24](=[O:26])[CH:25]=1)=[O:21]. Given the reactants [CH3:1][O:2][C:3]1[CH:4]=[C:5]2[C:10](=[CH:11][C:12]=1[O:13][CH2:14][CH2:15][O:16][CH3:17])[N:9]=[CH:8][N:7]=[C:6]2[NH:18][C:19]1[C:20]([CH:22]=[CH:23][C:24](=[O:26])[CH:25]=1)=[O:21].[C:27]1([SH:33])[CH:32]=[CH:31][CH:30]=[CH:29][CH:28]=1.C(C1C(=O)C(Cl)=C(Cl)C(=O)C=1C#N)#N.C(Cl)Cl, predict the reaction product. (7) Given the reactants [NH2:1][C:2]1[CH:7]=[CH:6][C:5]([C:8]2[CH:13]=[CH:12][C:11]([Cl:14])=[CH:10][C:9]=2[F:15])=[CH:4][C:3]=1[C:16]([N:18]1[CH2:23][CH2:22][N:21]([C:24]([O:26]C(C)(C)C)=O)[CH2:20][CH:19]1C(OC)=O)=[O:17].C(OCC)C, predict the reaction product. The product is: [Cl:14][C:11]1[CH:12]=[CH:13][C:8]([C:5]2[CH:6]=[CH:7][C:2]3[NH:1][CH2:20][CH:19]4[C:24](=[O:26])[NH:21][CH2:22][CH2:23][N:18]4[C:16](=[O:17])[C:3]=3[CH:4]=2)=[C:9]([F:15])[CH:10]=1.